This data is from Catalyst prediction with 721,799 reactions and 888 catalyst types from USPTO. The task is: Predict which catalyst facilitates the given reaction. (1) Reactant: [N+:1]([C:4]1[CH:9]=[CH:8][C:7]([CH2:10][CH2:11][C:12](=[O:17])[CH2:13][C:14](=[O:16])[CH3:15])=[CH:6][CH:5]=1)([O-])=O.[Si]([CH:22]([OH:29])[CH:23](O)[Si](C)(C)C)(C)(C)C.[Si](OS(C(F)(F)F)(=O)=O)(C)(C)C.[H][H].[CH3:44][CH2:45][O:46]C(C)=O. Product: [CH3:15][C:14]1([CH2:13][C:12]2([CH2:11][CH2:10][C:7]3[CH:8]=[CH:9][C:4]([NH2:1])=[CH:5][CH:6]=3)[O:17][CH2:23][CH2:22][O:29]2)[O:46][CH2:45][CH2:44][O:16]1. The catalyst class is: 2. (2) Reactant: [OH-].[Na+].[CH:3]1([C:6]([C:8]2[CH:13]=[CH:12][C:11]([C:14]3[S:18][C:17]([NH:19]C(=O)C)=[N:16][C:15]=3[CH3:23])=[CH:10][CH:9]=2)=[O:7])[CH2:5][CH2:4]1. Product: [NH2:19][C:17]1[S:18][C:14]([C:11]2[CH:12]=[CH:13][C:8]([C:6]([CH:3]3[CH2:5][CH2:4]3)=[O:7])=[CH:9][CH:10]=2)=[C:15]([CH3:23])[N:16]=1. The catalyst class is: 8.